From a dataset of Forward reaction prediction with 1.9M reactions from USPTO patents (1976-2016). Predict the product of the given reaction. (1) Given the reactants [N+:1]([C:4]1[C:12]2[C:7](=[CH:8][CH:9]=[CH:10][CH:11]=2)[N:6]([C:13](=[O:15])[CH3:14])[CH:5]=1)([O-])=O.[C:16](O[C:16]([O:18][C:19]([CH3:22])([CH3:21])[CH3:20])=[O:17])([O:18][C:19]([CH3:22])([CH3:21])[CH3:20])=[O:17], predict the reaction product. The product is: [C:13]([N:6]1[C:7]2[C:12](=[CH:11][CH:10]=[CH:9][CH:8]=2)[C:4]([NH:1][C:16](=[O:17])[O:18][C:19]([CH3:22])([CH3:21])[CH3:20])=[CH:5]1)(=[O:15])[CH3:14]. (2) Given the reactants [CH2:1]([O:8][CH2:9][CH:10]=[O:11])[C:2]1[CH:7]=[CH:6][CH:5]=[CH:4][CH:3]=1.[CH:12]([Mg]Br)=[CH2:13].[C:16](OC(=O)C)(=[O:18])[CH3:17].O, predict the reaction product. The product is: [C:16]([O:11][CH:10]([CH:12]=[CH2:13])[CH2:9][O:8][CH2:1][C:2]1[CH:7]=[CH:6][CH:5]=[CH:4][CH:3]=1)(=[O:18])[CH3:17]. (3) Given the reactants CC1C=CC(S(OCC2CC3C=CC=C(/C=C/C(C)(C)C)C=3O2)(=O)=O)=CC=1.[N-]=[N+]=[N-].[Na+].N(CC1CC2C=C(Cl)C=C(C3C=CSC=3)C=2O1)=[N+]=[N-].[CH3:51][C:52]([CH3:69])([CH3:68])/[CH:53]=[CH:54]/[C:55]1[C:63]2[O:62][CH:61]([CH2:64][N:65]=[N+]=[N-])[CH2:60][C:59]=2[CH:58]=[CH:57][CH:56]=1.[N-]=[N+]=[N-].C1(P(C2C=CC=CC=2)C2C=CC=CC=2)C=CC=CC=1, predict the reaction product. The product is: [CH3:51][C:52]([CH3:69])([CH3:68])/[CH:53]=[CH:54]/[C:55]1[C:63]2[O:62][CH:61]([CH2:64][NH2:65])[CH2:60][C:59]=2[CH:58]=[CH:57][CH:56]=1. (4) The product is: [CH3:1][O:2][C:3]([C:4]1[CH:5]=[C:6]([C:24]2[CH:29]=[CH:28][CH:27]=[CH:26][CH:25]=2)[CH:7]=[C:8]([N:10]2[CH2:14][CH2:13][CH2:12][C:11]2=[O:15])[CH:9]=1)=[O:17]. Given the reactants [CH3:1][O:2][C:3](=[O:17])[C:4]1[CH:9]=[C:8]([N:10]2[CH2:14][CH2:13][CH2:12][C:11]2=[O:15])[CH:7]=[C:6](Br)[CH:5]=1.C([O-])([O-])=O.[Na+].[Na+].[C:24]1(B(O)O)[CH:29]=[CH:28][CH:27]=[CH:26][CH:25]=1, predict the reaction product. (5) The product is: [C:13]([N:16]1[CH2:20][CH2:19][C:18]2([C:28]3[C:23](=[CH:24][CH:25]=[C:26]([O:29][CH2:30][CH3:31])[CH:27]=3)[N:22]([C:32]([NH:12][C:10]3[S:9][C:7]4[C:6]([N:11]=3)=[CH:5][CH:4]=[C:3]([O:2][CH3:1])[N:8]=4)=[O:37])[CH2:21]2)[CH2:17]1)(=[O:15])[CH3:14]. Given the reactants [CH3:1][O:2][C:3]1[N:8]=[C:7]2[S:9][C:10]([NH2:12])=[N:11][C:6]2=[CH:5][CH:4]=1.[C:13]([N:16]1[CH2:20][CH2:19][C:18]2([C:28]3[C:23](=[CH:24][CH:25]=[C:26]([O:29][CH2:30][CH3:31])[CH:27]=3)[N:22]([C:32](=[O:37])C(F)(F)F)[CH2:21]2)[CH2:17]1)(=[O:15])[CH3:14], predict the reaction product. (6) Given the reactants CC([O:4][C:5]([C:7]1[CH:12]=[CH:11][C:10]([C:13]([F:16])([F:15])[F:14])=[CH:9][C:8]=1B(O)O)=[O:6])C.Cl[C:21]1[C:26]([Cl:27])=[CH:25][CH:24]=[CH:23][N:22]=1.C([O-])([O-])=O.[Na+].[Na+].[Li+].[OH-], predict the reaction product. The product is: [Cl:27][C:26]1[C:21]([C:8]2[CH:9]=[C:10]([C:13]([F:14])([F:15])[F:16])[CH:11]=[CH:12][C:7]=2[C:5]([OH:4])=[O:6])=[N:22][CH:23]=[CH:24][CH:25]=1. (7) Given the reactants I[C:2]1[CH:9]=[CH:8][C:5]([C:6]#[N:7])=[C:4]([C:10]([F:13])([F:12])[F:11])[CH:3]=1.[CH2:14]([C@@H:16]1[NH:20][C:19](=[O:21])[CH2:18][C@@:17]1([OH:23])[CH3:22])[CH3:15].C1(P(C2C=CC=CC=2)C2C3OC4C(=CC=CC=4P(C4C=CC=CC=4)C4C=CC=CC=4)C(C)(C)C=3C=CC=2)C=CC=CC=1.C(=O)([O-])[O-].[Cs+].[Cs+], predict the reaction product. The product is: [CH2:14]([C@H:16]1[C@:17]([OH:23])([CH3:22])[CH2:18][C:19](=[O:21])[N:20]1[C:2]1[CH:9]=[CH:8][C:5]([C:6]#[N:7])=[C:4]([C:10]([F:13])([F:12])[F:11])[CH:3]=1)[CH3:15].